Task: Regression. Given a peptide amino acid sequence and an MHC pseudo amino acid sequence, predict their binding affinity value. This is MHC class I binding data.. Dataset: Peptide-MHC class I binding affinity with 185,985 pairs from IEDB/IMGT (1) The peptide sequence is YVAGITLTH. The MHC is HLA-A80:01 with pseudo-sequence HLA-A80:01. The binding affinity (normalized) is 0.479. (2) The peptide sequence is RMMETWHPL. The MHC is HLA-C06:02 with pseudo-sequence HLA-C06:02. The binding affinity (normalized) is 0.0847. (3) The peptide sequence is KEAYCQEFSL. The MHC is HLA-B45:01 with pseudo-sequence HLA-B45:01. The binding affinity (normalized) is 0.201. (4) The peptide sequence is ENPAHKSQL. The MHC is Mamu-A01 with pseudo-sequence Mamu-A01. The binding affinity (normalized) is 0.00794.